From a dataset of Forward reaction prediction with 1.9M reactions from USPTO patents (1976-2016). Predict the product of the given reaction. Given the reactants [CH3:1][C:2]1[CH:3]=[C:4]([NH:8][C:9]2[N:14]3[N:15]=[CH:16][C:17]([C:18](O)=[O:19])=[C:13]3[N:12]=[CH:11][C:10]=2[C:21]([N:23]2[CH2:28][CH2:27][CH:26]([C:29]3[CH:34]=[CH:33][CH:32]=[CH:31][CH:30]=3)[CH2:25][CH2:24]2)=[O:22])[CH:5]=[CH:6][CH:7]=1.[CH2:35]([S:37]([NH2:40])(=[O:39])=[O:38])[CH3:36], predict the reaction product. The product is: [CH3:1][C:2]1[CH:3]=[C:4]([NH:8][C:9]2[N:14]3[N:15]=[CH:16][C:17]([C:18]([NH:40][S:37]([CH2:35][CH3:36])(=[O:39])=[O:38])=[O:19])=[C:13]3[N:12]=[CH:11][C:10]=2[C:21]([N:23]2[CH2:28][CH2:27][CH:26]([C:29]3[CH:30]=[CH:31][CH:32]=[CH:33][CH:34]=3)[CH2:25][CH2:24]2)=[O:22])[CH:5]=[CH:6][CH:7]=1.